From a dataset of hERG channel blocking data for cardiac toxicity assessment. Regression/Classification. Given a drug SMILES string, predict its toxicity properties. Task type varies by dataset: regression for continuous values (e.g., LD50, hERG inhibition percentage) or binary classification for toxic/non-toxic outcomes (e.g., AMES mutagenicity, cardiotoxicity, hepatotoxicity). Dataset: herg. (1) The molecule is Cc1cn2ccn(CC3(c4ccc(C(F)(F)F)cc4)CC3)c(=O)c2n1. The result is 1 (blocker). (2) The compound is NC(=O)N1c2ccccc2C=Cc2ccccc21. The result is 0 (non-blocker). (3) The drug is Fc1ccc2c([C@@H]3C[NH2+]CC[C@@H]3F)c(-c3ccc4ccccc4c3)[nH]c2c1. The result is 1 (blocker). (4) The drug is C[C@H]1CN(c2c(F)c(N)c3c(c2F)[N+](C2CC2)=C[C@@H](C(=O)[O-])C3=O)C[C@@H](C)[NH2+]1. The result is 1 (blocker). (5) The molecule is C[NH+]1CC[NH+]([C@@H]2c3ccccc3Nc3ccc(Cl)cc3N2O)CC1. The result is 0 (non-blocker). (6) The compound is CCCc1nc(C)c2c(=O)nc(-c3cc(S(=O)(=O)N4CC[NH+](CC)CC4)ccc3OCC)[nH]n12. The result is 1 (blocker).